From a dataset of Forward reaction prediction with 1.9M reactions from USPTO patents (1976-2016). Predict the product of the given reaction. (1) The product is: [CH3:24][O:25][C:26]1[CH:27]=[CH:28][C:29]([CH2:30][O:31][C:32]2[N:33]=[C:34]([C:44]3[C:57]4[CH2:56][C:55]5[C:50](=[CH:51][CH:52]=[CH:53][CH:54]=5)[S:49][C:48]=4[CH:47]=[C:46]([OH:58])[CH:45]=3)[CH:35]=[C:36]([N:38]3[CH2:39][CH2:40][O:41][CH2:42][CH2:43]3)[CH:37]=2)=[CH:67][CH:68]=1. Given the reactants [F-].C([N+](CCCC)(CCCC)CCCC)CCC.O1CCCC1.[CH3:24][O:25][C:26]1[CH:68]=[CH:67][C:29]([CH2:30][O:31][C:32]2[CH:37]=[C:36]([N:38]3[CH2:43][CH2:42][O:41][CH2:40][CH2:39]3)[CH:35]=[C:34]([C:44]3[C:57]4[CH2:56][C:55]5[C:50](=[CH:51][CH:52]=[CH:53][CH:54]=5)[S:49][C:48]=4[CH:47]=[C:46]([O:58]COCC[Si](C)(C)C)[CH:45]=3)[N:33]=2)=[CH:28][CH:27]=1, predict the reaction product. (2) Given the reactants [NH2:1][C:2]1[CH:7]=[CH:6][CH:5]=[CH:4][C:3]=1[NH:8][C:9](=[O:28])[C:10]1[CH:15]=[CH:14][C:13]([CH2:16][N:17]2[CH2:25][C:24]3[C:19](=[CH:20][CH:21]=[C:22](Br)[CH:23]=3)[C:18]2=[O:27])=[CH:12][CH:11]=1.B(O)(O)[C:30]1[CH:39]=[CH:38][C:37]2[C:32](=[CH:33][CH:34]=[CH:35][CH:36]=2)[CH:31]=1, predict the reaction product. The product is: [NH2:1][C:2]1[CH:7]=[CH:6][CH:5]=[CH:4][C:3]=1[NH:8][C:9](=[O:28])[C:10]1[CH:15]=[CH:14][C:13]([CH2:16][N:17]2[CH2:25][C:24]3[C:19](=[CH:20][CH:21]=[C:22]([C:30]4[CH:39]=[CH:38][C:37]5[C:32](=[CH:33][CH:34]=[CH:35][CH:36]=5)[CH:31]=4)[CH:23]=3)[C:18]2=[O:27])=[CH:12][CH:11]=1.